Dataset: Forward reaction prediction with 1.9M reactions from USPTO patents (1976-2016). Task: Predict the product of the given reaction. (1) The product is: [NH2:28][C:24]1[N:25]=[C:26]([NH:1][C:2]2[CH:19]=[CH:18][C:5]([O:6][C:7]3[CH:12]=[CH:11][N:10]=[C:9]4[NH:13][CH:14]=[C:15]([C:16]#[N:17])[C:8]=34)=[C:4]([F:20])[CH:3]=2)[CH:27]=[CH:22][N:23]=1. Given the reactants [NH2:1][C:2]1[CH:19]=[CH:18][C:5]([O:6][C:7]2[CH:12]=[CH:11][N:10]=[C:9]3[NH:13][CH:14]=[C:15]([C:16]#[N:17])[C:8]=23)=[C:4]([F:20])[CH:3]=1.Cl[C:22]1[CH:27]=[CH:26][N:25]=[C:24]([NH2:28])[N:23]=1.Cl.[OH-].[Na+], predict the reaction product. (2) Given the reactants [C:1]1([CH:7]([O:14][C:15]([CH:17]2[N:21]3[C:22](=[O:25])[CH:23](Br)[C@H:20]3[S:19](=[O:26])[C:18]2([CH3:28])[CH3:27])=[O:16])[C:8]2[CH:13]=[CH:12][CH:11]=[CH:10][CH:9]=2)[CH:6]=[CH:5][CH:4]=[CH:3][CH:2]=1.C1(C(OC(C2N3C(=O)C(Br)(Br)[C@H]3S(=O)C2(C)C)=O)C2C=CC=CC=2)C=CC=CC=1, predict the reaction product. The product is: [C:1]1([CH:7]([O:14][C:15]([CH:17]2[N:21]3[C:22](=[O:25])[CH2:23][C@H:20]3[S:19](=[O:26])[C:18]2([CH3:28])[CH3:27])=[O:16])[C:8]2[CH:9]=[CH:10][CH:11]=[CH:12][CH:13]=2)[CH:2]=[CH:3][CH:4]=[CH:5][CH:6]=1. (3) Given the reactants C[O:2][C:3](=[O:38])[C:4]1[CH:9]=[CH:8][C:7]([CH:10]2[CH:12]([C:13](=[O:25])[C:14]3[CH:19]=[CH:18][C:17]([O:20][C:21]([F:24])([F:23])[F:22])=[CH:16][CH:15]=3)[CH:11]2[C:26]2[CH:31]=[CH:30][C:29]([CH:32]3[CH2:37][CH2:36][CH2:35][CH2:34][CH2:33]3)=[CH:28][CH:27]=2)=[CH:6][CH:5]=1.C[Si](C)(C)[O-].[K+], predict the reaction product. The product is: [CH:32]1([C:29]2[CH:28]=[CH:27][C:26]([CH:11]3[CH:12]([C:13](=[O:25])[C:14]4[CH:19]=[CH:18][C:17]([O:20][C:21]([F:22])([F:23])[F:24])=[CH:16][CH:15]=4)[CH:10]3[C:7]3[CH:6]=[CH:5][C:4]([C:3]([OH:38])=[O:2])=[CH:9][CH:8]=3)=[CH:31][CH:30]=2)[CH2:37][CH2:36][CH2:35][CH2:34][CH2:33]1.